From a dataset of Reaction yield outcomes from USPTO patents with 853,638 reactions. Predict the reaction yield, written as a fraction of the theoretical maximum amount of product (1.0 means a 100% yield; for example, 0.34 means a 34% yield). The reactants are BrC[CH2:3][CH2:4][CH2:5][O:6][C:7]1[CH:8]=[CH:9][C:10]2[S:14][CH:13]=[N:12][C:11]=2[CH:15]=1.[Na+].[I-].[Cl:18][C:19]1[C:24]([Cl:25])=[CH:23][CH:22]=[CH:21][C:20]=1[CH:26]1[CH2:31][CH2:30][NH:29][CH2:28][CH2:27]1.C([O-])([O-])=O.[K+].[K+]. The catalyst is CC#N. The product is [Cl:18][C:19]1[C:24]([Cl:25])=[CH:23][CH:22]=[CH:21][C:20]=1[CH:26]1[CH2:31][CH2:30][N:29]([CH2:3][CH2:4][CH2:5][O:6][C:7]2[CH:8]=[CH:9][C:10]3[S:14][CH:13]=[N:12][C:11]=3[CH:15]=2)[CH2:28][CH2:27]1. The yield is 0.560.